Dataset: Experimentally validated miRNA-target interactions with 360,000+ pairs, plus equal number of negative samples. Task: Binary Classification. Given a miRNA mature sequence and a target amino acid sequence, predict their likelihood of interaction. (1) The miRNA is hsa-miR-130a-5p with sequence GCUCUUUUCACAUUGUGCUACU. The protein sequence of the target gene is MRGARGAWDLLCVLLVLLRGQTATSQPSASPGEPSPPSIHPAQSELIVEAGDTLSLTCIDPDFVRWTFKTYFNEMVENKKNEWIQEKAEATRTGTYTCSNSNGLTSSIYVFVRDPAKLFLVGLPLFGKEDSDALVRCPLTDPQVSNYSLIECDGKSLPTDLTFVPNPKAGITIKNVKRAYHRLCVRCAAQRDGTWLHSDKFTLKVRAAIKAIPVVSVPETSHLLKKGDTFTVVCTIKDVSTSVNSMWLKMNPQPQHIAQVKHNSWHRGDFNYERQETLTISSARVDDSGVFMCYANNTFG.... Result: 0 (no interaction). (2) The miRNA is mmu-miR-466m-3p with sequence UACAUACACACAUACACACGCA. The protein sequence of the target gene is MYSEIQRERADIEGLMARPEYREWNSELIKPKKLLNPVKASRSHQELHRELLMNHKRGLGMDSKPELQRVLEHRRRNQLIKKKEEELEAKRMQCPFKQELLRRQQRLNQLENPPQRDEDHAPEFIKVRENLRRITTLTSEERAL. Result: 1 (interaction). (3) The miRNA is hsa-miR-34a-3p with sequence CAAUCAGCAAGUAUACUGCCCU. The protein sequence of the target gene is MIRSLPTMTVLIPLVSLAGLLYSASVEEGFPEGCTSASSLCFYSLLLPVTVPVYVFFHLWTWMGLKLFRHN. Result: 0 (no interaction). (4) The miRNA is hsa-miR-943 with sequence CUGACUGUUGCCGUCCUCCAG. The protein sequence of the target gene is MAPRLQLEKAAWRWAETVRPEEVSQEHIETAYRIWLEPCIRGVCRRNCKGNPNCLVGIGEHIWLGEIDENSFHNIDDPNCERRKKNSFVGLTNLGATCYVNTFLQVWFLNLELRQALYLCPSTCSDYMLGDGIQEEKDYEPQTICEHLQYLFALLQNSNRRYIDPSGFVKALGLDTGQQQDAQEFSKLFMSLLEDTLSKQKNPDVRNIVQQQFCGEYAYVTVCNQCGRESKLLSKFYELELNIQGHKQLTDCISEFLKEEKLEGDNRYFCENCQSKQNATRKIRLLSLPCTLNLQLMRFV.... Result: 1 (interaction). (5) The miRNA is mmu-miR-1258-5p with sequence UGCUGAGCUAAUUCCCUAACUG. The protein sequence of the target gene is MAGNSILLAAVSILSACQQSYFALQVGKARLKYKVTPPAVTGSPEFERVFRAQQNCVEFYPIFIITLWMAGWYFNQVFATCLGLVYIYGRHLYFWGYSEAAKKRITGFRLSLGILALLTLLGALGIANSFLDEYLDLNIAKKLRRQF. Result: 0 (no interaction). (6) The miRNA is hsa-miR-4738-3p with sequence UGAAACUGGAGCGCCUGGAGGA. The protein sequence of the target gene is MASLWCGNLLRLGSGLSMSCLALSVLLLAQLTGAAKNFEDVRCKCICPPYKENPGHIYNKNISQKDCDCLHVVEPMPVRGPDVEAYCLRCECKYEERSSVTIKVTIIIYLSILGLLLLYMVYLTLVEPILKRRLFGHSQLLQSDDDVGDHQPFANAHDVLARSRSRANVLNKVEYAQQRWKLQVQEQRKSVFDRHVVLS. Result: 0 (no interaction).